Task: Regression. Given two drug SMILES strings and cell line genomic features, predict the synergy score measuring deviation from expected non-interaction effect.. Dataset: NCI-60 drug combinations with 297,098 pairs across 59 cell lines (1) Drug 1: CCCCCOC(=O)NC1=NC(=O)N(C=C1F)C2C(C(C(O2)C)O)O. Drug 2: C(CCl)NC(=O)N(CCCl)N=O. Cell line: KM12. Synergy scores: CSS=2.16, Synergy_ZIP=-1.94, Synergy_Bliss=-3.64, Synergy_Loewe=-6.02, Synergy_HSA=-4.14. (2) Drug 1: CC1CCC2CC(C(=CC=CC=CC(CC(C(=O)C(C(C(=CC(C(=O)CC(OC(=O)C3CCCCN3C(=O)C(=O)C1(O2)O)C(C)CC4CCC(C(C4)OC)OCCO)C)C)O)OC)C)C)C)OC. Drug 2: C(CC(=O)O)C(=O)CN.Cl. Cell line: HT29. Synergy scores: CSS=13.3, Synergy_ZIP=-5.56, Synergy_Bliss=4.18, Synergy_Loewe=-10.7, Synergy_HSA=1.24. (3) Drug 1: CCC1(CC2CC(C3=C(CCN(C2)C1)C4=CC=CC=C4N3)(C5=C(C=C6C(=C5)C78CCN9C7C(C=CC9)(C(C(C8N6C=O)(C(=O)OC)O)OC(=O)C)CC)OC)C(=O)OC)O.OS(=O)(=O)O. Drug 2: CC1CCCC2(C(O2)CC(NC(=O)CC(C(C(=O)C(C1O)C)(C)C)O)C(=CC3=CSC(=N3)C)C)C. Cell line: KM12. Synergy scores: CSS=42.4, Synergy_ZIP=-0.541, Synergy_Bliss=-0.794, Synergy_Loewe=-6.08, Synergy_HSA=1.40. (4) Drug 1: CC1=C2C(C(=O)C3(C(CC4C(C3C(C(C2(C)C)(CC1OC(=O)C(C(C5=CC=CC=C5)NC(=O)OC(C)(C)C)O)O)OC(=O)C6=CC=CC=C6)(CO4)OC(=O)C)O)C)O. Drug 2: CCN(CC)CCCC(C)NC1=C2C=C(C=CC2=NC3=C1C=CC(=C3)Cl)OC. Cell line: NCI-H322M. Synergy scores: CSS=24.8, Synergy_ZIP=-3.72, Synergy_Bliss=-1.73, Synergy_Loewe=10.8, Synergy_HSA=2.84. (5) Drug 1: CC1=C2C(C(=O)C3(C(CC4C(C3C(C(C2(C)C)(CC1OC(=O)C(C(C5=CC=CC=C5)NC(=O)C6=CC=CC=C6)O)O)OC(=O)C7=CC=CC=C7)(CO4)OC(=O)C)O)C)OC(=O)C. Drug 2: COCCOC1=C(C=C2C(=C1)C(=NC=N2)NC3=CC=CC(=C3)C#C)OCCOC.Cl. Cell line: M14. Synergy scores: CSS=54.9, Synergy_ZIP=4.02, Synergy_Bliss=6.55, Synergy_Loewe=-11.7, Synergy_HSA=3.92. (6) Drug 1: C1CC(C1)(C(=O)O)C(=O)O.[NH2-].[NH2-].[Pt+2]. Drug 2: CC1=C(C=C(C=C1)C(=O)NC2=CC(=CC(=C2)C(F)(F)F)N3C=C(N=C3)C)NC4=NC=CC(=N4)C5=CN=CC=C5. Cell line: SF-539. Synergy scores: CSS=4.60, Synergy_ZIP=-6.96, Synergy_Bliss=-7.27, Synergy_Loewe=-5.98, Synergy_HSA=-5.95. (7) Drug 1: CNC(=O)C1=CC=CC=C1SC2=CC3=C(C=C2)C(=NN3)C=CC4=CC=CC=N4. Drug 2: CN(C)C1=NC(=NC(=N1)N(C)C)N(C)C. Cell line: BT-549. Synergy scores: CSS=-2.69, Synergy_ZIP=2.81, Synergy_Bliss=3.10, Synergy_Loewe=-3.08, Synergy_HSA=-2.66.